From a dataset of Full USPTO retrosynthesis dataset with 1.9M reactions from patents (1976-2016). Predict the reactants needed to synthesize the given product. (1) Given the product [CH3:1][O:2][C:3]1[CH:8]=[CH:7][C:6]([N+:9]([O-:11])=[O:10])=[CH:5][C:4]=1[CH2:12][C:13]([N:22]([CH3:23])[CH3:21])=[O:15], predict the reactants needed to synthesize it. The reactants are: [CH3:1][O:2][C:3]1[CH:8]=[CH:7][C:6]([N+:9]([O-:11])=[O:10])=[CH:5][C:4]=1[CH2:12][C:13]([OH:15])=O.C(Cl)CCl.C[CH2:21][N:22](CC)[CH2:23]C.Cl.CNC. (2) Given the product [C:19]([S:18][CH2:17][C@@H:16]([CH3:22])[C:15]([N:11]1[CH2:12][CH2:13][CH2:14][C@H:10]1[C:9]([NH:8][C@H:7]([C:6]([OH:32])=[O:5])[CH2:25][C:26]1[CH:27]=[CH:28][CH:29]=[CH:30][CH:31]=1)=[O:24])=[O:23])(=[O:21])[CH3:20], predict the reactants needed to synthesize it. The reactants are: C([O:5][C:6](=[O:32])[C@H:7]([CH2:25][C:26]1[CH:31]=[CH:30][CH:29]=[CH:28][CH:27]=1)[NH:8][C:9](=[O:24])[C@@H:10]1[CH2:14][CH2:13][CH2:12][N:11]1[C:15](=[O:23])[C@H:16]([CH3:22])[CH2:17][S:18][C:19](=[O:21])[CH3:20])(C)(C)C. (3) Given the product [CH2:23]([O:25][C:26](=[O:29])[CH2:27][O:17][C:10]1[CH:11]=[C:12]([C:15]#[N:16])[CH:13]=[CH:14][C:9]=1[CH2:8][NH:7][C:5](=[O:6])[C:4]1[CH:18]=[C:19]([O:21][CH3:22])[CH:20]=[C:2]([Cl:1])[CH:3]=1)[CH3:24], predict the reactants needed to synthesize it. The reactants are: [Cl:1][C:2]1[CH:3]=[C:4]([CH:18]=[C:19]([O:21][CH3:22])[CH:20]=1)[C:5]([NH:7][CH2:8][C:9]1[CH:14]=[CH:13][C:12]([C:15]#[N:16])=[CH:11][C:10]=1[OH:17])=[O:6].[CH2:23]([O:25][C:26](=[O:29])[CH2:27]I)[CH3:24].C(=O)([O-])[O-].[Cs+].[Cs+]. (4) Given the product [O:16]([C:15]1[C:10]([C:8]2[N:7]=[CH:6][NH:5][N:2]=2)=[CH:11][N:12]([C:24]2[CH:25]=[CH:26][CH:27]=[CH:28][CH:29]=2)[C:13](=[O:23])[CH:14]=1)[C:17]1[CH:22]=[CH:21][CH:20]=[CH:19][CH:18]=1, predict the reactants needed to synthesize it. The reactants are: O.[NH2:2]N.C[N:5](C)[CH:6]=[N:7][C:8]([C:10]1[C:15]([O:16][C:17]2[CH:22]=[CH:21][CH:20]=[CH:19][CH:18]=2)=[CH:14][C:13](=[O:23])[N:12]([C:24]2[CH:29]=[CH:28][CH:27]=[CH:26][CH:25]=2)[CH:11]=1)=O. (5) Given the product [CH3:1][C:2]1[N:7]=[C:6]([C:8]2[C:12]([C:13]3[CH:18]=[CH:17][N:16]=[C:15]([C:19]4[CH:20]=[CH:21][C:22]([N:25]5[CH2:30][CH2:29][O:28][CH2:27][CH2:26]5)=[CH:23][CH:24]=4)[CH:14]=3)=[CH:11][NH:10][N:9]=2)[CH:5]=[CH:4][CH:3]=1, predict the reactants needed to synthesize it. The reactants are: [CH3:1][C:2]1[N:7]=[C:6]([C:8]2[C:12]([C:13]3[CH:18]=[CH:17][N:16]=[C:15]([C:19]4[CH:24]=[CH:23][C:22]([N:25]5[CH2:30][CH2:29][O:28][CH2:27][CH2:26]5)=[CH:21][CH:20]=4)[CH:14]=3)=[CH:11][N:10](C(C3C=CC=CC=3)(C3C=CC=CC=3)C3C=CC=CC=3)[N:9]=2)[CH:5]=[CH:4][CH:3]=1.CO.Cl. (6) Given the product [CH3:19][C:18]1[CH:17]=[CH:16][C:15]([NH:20][C:21](=[O:34])[C:22]2[CH:27]=[CH:26][CH:25]=[C:24]([N:28]3[CH2:29][CH2:30][O:31][CH2:32][CH2:33]3)[CH:23]=2)=[CH:14][C:13]=1[NH:12][C:6](=[O:7])[C:5]1[CH:9]=[CH:10][CH:11]=[C:3]([CH2:2][Cl:1])[CH:4]=1, predict the reactants needed to synthesize it. The reactants are: [Cl:1][CH2:2][C:3]1[CH:4]=[C:5]([CH:9]=[CH:10][CH:11]=1)[C:6](Cl)=[O:7].[NH2:12][C:13]1[CH:14]=[C:15]([NH:20][C:21](=[O:34])[C:22]2[CH:27]=[CH:26][CH:25]=[C:24]([N:28]3[CH2:33][CH2:32][O:31][CH2:30][CH2:29]3)[CH:23]=2)[CH:16]=[CH:17][C:18]=1[CH3:19]. (7) Given the product [CH3:2][C:3]1[C:28]([CH3:29])=[CH:27][CH:26]=[CH:25][C:4]=1/[CH:5]=[CH:53]\[C:52]1[CH:51]=[C:50]([CH2:49][CH2:48][CH2:47][N:38]2[C:39](=[O:46])[C:40]3[C:45](=[CH:44][CH:43]=[CH:42][CH:41]=3)[C:37]2=[O:36])[CH:57]=[CH:56][CH:55]=1, predict the reactants needed to synthesize it. The reactants are: [Br-].[CH3:2][C:3]1[C:28]([CH3:29])=[CH:27][CH:26]=[CH:25][C:4]=1[CH2:5][P+](C1C=CC=CC=1)(C1C=CC=CC=1)C1C=CC=CC=1.CC(C)([O-])C.[K+].[O:36]=[C:37]1[C:45]2[C:40](=[CH:41][CH:42]=[CH:43][CH:44]=2)[C:39](=[O:46])[N:38]1[CH2:47][CH2:48][CH2:49][C:50]1[CH:51]=[C:52]([CH:55]=[CH:56][CH:57]=1)[CH:53]=O.